From a dataset of NCI-60 drug combinations with 297,098 pairs across 59 cell lines. Regression. Given two drug SMILES strings and cell line genomic features, predict the synergy score measuring deviation from expected non-interaction effect. Drug 1: C1=NC2=C(N1)C(=S)N=CN2. Drug 2: CC1C(C(CC(O1)OC2CC(CC3=C2C(=C4C(=C3O)C(=O)C5=C(C4=O)C(=CC=C5)OC)O)(C(=O)CO)O)N)O.Cl. Cell line: SK-MEL-28. Synergy scores: CSS=30.7, Synergy_ZIP=-4.19, Synergy_Bliss=-8.03, Synergy_Loewe=-18.1, Synergy_HSA=-7.07.